From a dataset of Catalyst prediction with 721,799 reactions and 888 catalyst types from USPTO. Predict which catalyst facilitates the given reaction. Reactant: [F:1][C:2]1[CH:3]=[C:4]([CH:35]=[CH:36][C:37]=1[F:38])[CH2:5][N:6]1[CH:11]=[CH:10][CH:9]=[C:8]([C:12]([NH:14][C@@H:15]([C:20]2[S:21][C:22]([C:25]3[C:33]4[C:28](=[N:29][CH:30]=[CH:31][CH:32]=4)[NH:27][CH:26]=3)=[CH:23][CH:24]=2)[CH2:16][C:17](O)=[O:18])=[O:13])[C:7]1=[O:34].[CH3:39][N:40](C)[CH:41]=O.CNC.F[P-](F)(F)(F)(F)F.C[N+](C)=C(N(C)C)ON1C2N=CC=CC=2N=N1. Product: [CH3:39][N:40]([CH3:41])[C:17]([CH2:16][C@@H:15]([NH:14][C:12]([C:8]1[C:7](=[O:34])[N:6]([CH2:5][C:4]2[CH:35]=[CH:36][C:37]([F:38])=[C:2]([F:1])[CH:3]=2)[CH:11]=[CH:10][CH:9]=1)=[O:13])[C:20]1[S:21][C:22]([C:25]2[C:33]3[C:28](=[N:29][CH:30]=[CH:31][CH:32]=3)[NH:27][CH:26]=2)=[CH:23][CH:24]=1)=[O:18]. The catalyst class is: 7.